From a dataset of Catalyst prediction with 721,799 reactions and 888 catalyst types from USPTO. Predict which catalyst facilitates the given reaction. (1) Reactant: [C:1]([C:4]1[CH:9]=[CH:8][CH:7]=[CH:6][CH:5]=1)(=[O:3])[CH3:2].[OH-].[Na+].CO.[CH:14](=O)[C:15]1[CH:20]=[CH:19][C:18]([O:21][CH3:22])=[CH:17][CH:16]=1. Product: [CH3:22][O:21][C:18]1[CH:19]=[CH:20][C:15]([CH:14]=[CH:2][C:1]([C:4]2[CH:9]=[CH:8][CH:7]=[CH:6][CH:5]=2)=[O:3])=[CH:16][CH:17]=1. The catalyst class is: 413. (2) Reactant: Cl.[CH2:2]1[C:6]2[CH2:7][NH:8][CH2:9][C:5]=2[CH2:4][N:3]1[C:10]([O:12][C:13]([CH3:16])([CH3:15])[CH3:14])=[O:11].C(N(CC)CC)C.[F:24][C:25]([F:36])([F:35])[C:26]1[CH:34]=[CH:33][CH:32]=[CH:31][C:27]=1[C:28](Cl)=[O:29].O. Product: [F:24][C:25]([F:35])([F:36])[C:26]1[CH:34]=[CH:33][CH:32]=[CH:31][C:27]=1[C:28]([N:8]1[CH2:7][C:6]2[CH2:2][N:3]([C:10]([O:12][C:13]([CH3:16])([CH3:15])[CH3:14])=[O:11])[CH2:4][C:5]=2[CH2:9]1)=[O:29]. The catalyst class is: 2. (3) Reactant: C1(P(C2C=CC=CC=2)C2C=CC=CC=2)C=CC=CC=1.[CH2:20]1[O:22][C@@H:21]1[CH2:23]O.[C:25]([NH2:36])(=[O:35])[C:26]1[C:27](=[CH:31][CH:32]=[CH:33][CH:34]=1)[C:28](N)=[O:29].CCOC(/N=N/C(OCC)=O)=O. Product: [O:22]1[CH2:20][C@@H:21]1[CH2:23][N:36]1[C:25](=[O:35])[C:26]2[C:27](=[CH:31][CH:32]=[CH:33][CH:34]=2)[C:28]1=[O:29]. The catalyst class is: 1.